This data is from Reaction yield outcomes from USPTO patents with 853,638 reactions. The task is: Predict the reaction yield, written as a fraction of the theoretical maximum amount of product (1.0 means a 100% yield; for example, 0.34 means a 34% yield). (1) The product is [CH:36]1[C:37]2[CH:25]([CH2:24][O:23][C:21]([NH:1][C@H:2]([C:8]([O:10][C:11]([CH3:14])([CH3:13])[CH3:12])=[O:9])[CH2:3][CH2:4][C:5]([OH:7])=[O:6])=[O:22])[C:26]3[C:31](=[CH:30][CH:29]=[CH:28][CH:27]=3)[C:32]=2[CH:33]=[CH:34][CH:35]=1. The yield is 0.990. The catalyst is O1CCOCC1.O. The reactants are [NH2:1][C@H:2]([C:8]([O:10][C:11]([CH3:14])([CH3:13])[CH3:12])=[O:9])[CH2:3][CH2:4][C:5]([OH:7])=[O:6].C(=O)([O-])[O-].[Na+].[Na+].[C:21](Cl)([O:23][CH2:24][CH:25]1[C:37]2[C:32](=[CH:33][CH:34]=[CH:35][CH:36]=2)[C:31]2[C:26]1=[CH:27][CH:28]=[CH:29][CH:30]=2)=[O:22].Cl.C(O)(=O)CC(CC(O)=O)(C(O)=O)O. (2) The reactants are [C:1]1([C:18]2[CH:23]=[CH:22][CH:21]=[CH:20][CH:19]=2)[CH:6]=[CH:5][C:4]([S:7]([N:10]2[CH2:14][CH2:13][S:12][CH:11]2[C:15](O)=[O:16])(=[O:9])=[O:8])=[CH:3][CH:2]=1.C(Cl)(=O)C([Cl:27])=O.CN(C=O)C. The catalyst is C(Cl)Cl. The product is [C:1]1([C:18]2[CH:23]=[CH:22][CH:21]=[CH:20][CH:19]=2)[CH:6]=[CH:5][C:4]([S:7]([N:10]2[CH2:14][CH2:13][S:12][CH:11]2[C:15]([Cl:27])=[O:16])(=[O:9])=[O:8])=[CH:3][CH:2]=1. The yield is 1.00. (3) The reactants are [CH2:1]([O:8][C:9]1[CH:30]=[CH:29][C:12]2[CH:13]=[C:14]([C:16]([C:21]3[CH:26]=[CH:25][C:24]([OH:27])=[C:23]([CH3:28])[CH:22]=3)([CH2:19][CH3:20])[CH2:17][CH3:18])[O:15][C:11]=2[CH:10]=1)[C:2]1[CH:7]=[CH:6][CH:5]=[CH:4][CH:3]=1.Br[CH2:32][C:33](=[O:38])[C:34]([CH3:37])([CH3:36])[CH3:35].C([O-])([O-])=O.[K+].[K+]. No catalyst specified. The product is [CH2:1]([O:8][C:9]1[CH:30]=[CH:29][C:12]2[CH:13]=[C:14]([C:16]([C:21]3[CH:26]=[CH:25][C:24]([O:27][CH2:32][C:33](=[O:38])[C:34]([CH3:37])([CH3:36])[CH3:35])=[C:23]([CH3:28])[CH:22]=3)([CH2:19][CH3:20])[CH2:17][CH3:18])[O:15][C:11]=2[CH:10]=1)[C:2]1[CH:3]=[CH:4][CH:5]=[CH:6][CH:7]=1. The yield is 0.860. (4) The reactants are [S:1]1[C:5]2[CH:6]=[C:7]([C:10]([OH:12])=O)[CH:8]=[CH:9][C:4]=2[N:3]=[CH:2]1.CN(C)C=O.C(Cl)(=O)C(Cl)=O.[N:24]1[CH:29]=[CH:28][C:27]([NH2:30])=[CH:26][CH:25]=1.C(N(CC)CC)C. The catalyst is ClCCl. The product is [N:24]1[CH:29]=[CH:28][C:27]([NH:30][C:10]([C:7]2[CH:8]=[CH:9][C:4]3[N:3]=[CH:2][S:1][C:5]=3[CH:6]=2)=[O:12])=[CH:26][CH:25]=1. The yield is 0.880. (5) The reactants are [C:1]1([C:7]2[C:8]([C:12]([O:14]CC)=O)=[N:9][O:10][CH:11]=2)[CH:6]=[CH:5][CH:4]=[CH:3][CH:2]=1.Cl.[Cl:18][C:19]1[CH:20]=[C:21]2[C:25](=[CH:26][CH:27]=1)[NH:24][CH:23]=[C:22]2[CH2:28][CH2:29][NH2:30].CN(C(ON1N=NC2C=CC=NC1=2)=[N+](C)C)C.F[P-](F)(F)(F)(F)F.C(N(CC)C(C)C)(C)C. The catalyst is C1COCC1.[OH-].[Na+].O.CN(C=O)C.C(OCC)(=O)C. The product is [Cl:18][C:19]1[CH:20]=[C:21]2[C:25](=[CH:26][CH:27]=1)[NH:24][CH:23]=[C:22]2[CH2:28][CH2:29][NH:30][C:12]([C:8]1[C:7]([C:1]2[CH:2]=[CH:3][CH:4]=[CH:5][CH:6]=2)=[CH:11][O:10][N:9]=1)=[O:14]. The yield is 0.300. (6) The yield is 0.775. The product is [Cl:30][C:26]1[CH:27]=[CH:28][CH:29]=[C:24]([Cl:23])[C:25]=1[CH2:31][S:32]([C:35]1[CH:36]=[C:37]2[C:41](=[CH:42][CH:43]=1)[NH:40][C:39](=[O:44])/[C:38]/2=[CH:21]\[C:3]1[NH:4][C:5]2[CH2:11][CH2:10][CH2:9][N:8]([CH2:12][CH2:13][N:14]3[CH2:19][CH2:18][CH2:17][CH2:16][CH2:15]3)[C:7](=[O:20])[C:6]=2[C:2]=1[CH3:1])(=[O:34])=[O:33]. The reactants are [CH3:1][C:2]1[C:6]2[C:7](=[O:20])[N:8]([CH2:12][CH2:13][N:14]3[CH2:19][CH2:18][CH2:17][CH2:16][CH2:15]3)[CH2:9][CH2:10][CH2:11][C:5]=2[NH:4][C:3]=1[CH:21]=O.[Cl:23][C:24]1[CH:29]=[CH:28][CH:27]=[C:26]([Cl:30])[C:25]=1[CH2:31][S:32]([C:35]1[CH:36]=[C:37]2[C:41](=[CH:42][CH:43]=1)[NH:40][C:39](=[O:44])[CH2:38]2)(=[O:34])=[O:33].N1CCCCC1. The catalyst is C(O)C. (7) The reactants are Br[C:2]1[S:6][C:5]([N:7]([CH3:9])[CH3:8])=[N:4][CH:3]=1.[Cl-].[Li+].C([Mg+])(C)C.[Cl-].CC(N(C)C)=O.Cl[C:24]1[CH:25]=[CH:26][C:27]2[N:28]([C:30]([CH2:33][NH:34][C:35](=[O:41])[O:36][C:37]([CH3:40])([CH3:39])[CH3:38])=[N:31][N:32]=2)[N:29]=1. The catalyst is C1COCC1.[Cl-].[Zn+2].[Cl-].C1C=CC(/C=C/C(/C=C/C2C=CC=CC=2)=O)=CC=1.C1C=CC(/C=C/C(/C=C/C2C=CC=CC=2)=O)=CC=1.C1C=CC(/C=C/C(/C=C/C2C=CC=CC=2)=O)=CC=1.[Pd].[Pd].CC(P(C(C)(C)C)[C-]1C=CC=C1)(C)C.C1C=CC([C-]2C(C3C=CC=CC=3)=C(C3C=CC=CC=3)C(C3C=CC=CC=3)=C2C2C=CC=CC=2)=CC=1.[Fe+2]. The product is [CH3:8][N:7]([CH3:9])[C:5]1[S:6][C:2]([C:24]2[CH:25]=[CH:26][C:27]3[N:28]([C:30]([CH2:33][NH:34][C:35](=[O:41])[O:36][C:37]([CH3:39])([CH3:38])[CH3:40])=[N:31][N:32]=3)[N:29]=2)=[CH:3][N:4]=1. The yield is 0.710.